From a dataset of Catalyst prediction with 721,799 reactions and 888 catalyst types from USPTO. Predict which catalyst facilitates the given reaction. Reactant: [Br:1][C:2]1[CH:6]=[C:5]([C:7]2[O:12][C:11](=[O:13])[C:10]3[CH:14]=[C:15]([Cl:19])[CH:16]=[C:17]([CH3:18])[C:9]=3[N:8]=2)[N:4]([C:20]2[C:25]([Cl:26])=[CH:24][CH:23]=[CH:22][N:21]=2)[N:3]=1.O.[NH2:28][NH2:29].O1CCCC1. The catalyst class is: 6. Product: [Br:1][C:2]1[CH:6]=[C:5]([C:7]([NH:8][C:9]2[C:17]([CH3:18])=[CH:16][C:15]([Cl:19])=[CH:14][C:10]=2[C:11]([NH:28][NH2:29])=[O:13])=[O:12])[N:4]([C:20]2[C:25]([Cl:26])=[CH:24][CH:23]=[CH:22][N:21]=2)[N:3]=1.